Dataset: NCI-60 drug combinations with 297,098 pairs across 59 cell lines. Task: Regression. Given two drug SMILES strings and cell line genomic features, predict the synergy score measuring deviation from expected non-interaction effect. (1) Drug 1: CCC1(CC2CC(C3=C(CCN(C2)C1)C4=CC=CC=C4N3)(C5=C(C=C6C(=C5)C78CCN9C7C(C=CC9)(C(C(C8N6C=O)(C(=O)OC)O)OC(=O)C)CC)OC)C(=O)OC)O.OS(=O)(=O)O. Drug 2: CC1CCC2CC(C(=CC=CC=CC(CC(C(=O)C(C(C(=CC(C(=O)CC(OC(=O)C3CCCCN3C(=O)C(=O)C1(O2)O)C(C)CC4CCC(C(C4)OC)OCCO)C)C)O)OC)C)C)C)OC. Cell line: SK-OV-3. Synergy scores: CSS=6.89, Synergy_ZIP=-2.80, Synergy_Bliss=0.474, Synergy_Loewe=-1.61, Synergy_HSA=0.499. (2) Drug 1: C1CCC(C1)C(CC#N)N2C=C(C=N2)C3=C4C=CNC4=NC=N3. Drug 2: CC12CCC3C(C1CCC2=O)CC(=C)C4=CC(=O)C=CC34C. Cell line: SW-620. Synergy scores: CSS=14.9, Synergy_ZIP=-0.0773, Synergy_Bliss=-0.382, Synergy_Loewe=-2.35, Synergy_HSA=-1.88. (3) Drug 1: CCC1=C2CN3C(=CC4=C(C3=O)COC(=O)C4(CC)O)C2=NC5=C1C=C(C=C5)O. Drug 2: CN1C2=C(C=C(C=C2)N(CCCl)CCCl)N=C1CCCC(=O)O.Cl. Cell line: BT-549. Synergy scores: CSS=12.9, Synergy_ZIP=-5.12, Synergy_Bliss=3.19, Synergy_Loewe=-6.03, Synergy_HSA=1.14. (4) Drug 1: C(CCl)NC(=O)N(CCCl)N=O. Drug 2: CC1C(C(CC(O1)OC2CC(CC3=C2C(=C4C(=C3O)C(=O)C5=C(C4=O)C(=CC=C5)OC)O)(C(=O)CO)O)N)O.Cl. Cell line: MCF7. Synergy scores: CSS=39.5, Synergy_ZIP=-3.00, Synergy_Bliss=-3.03, Synergy_Loewe=-18.9, Synergy_HSA=-0.244.